This data is from Full USPTO retrosynthesis dataset with 1.9M reactions from patents (1976-2016). The task is: Predict the reactants needed to synthesize the given product. (1) The reactants are: [N:1]([CH2:4][CH2:5][OH:6])=[N+:2]=[N-:3].[C:7]([C:9]1[CH:14]=[CH:13][CH:12]=[CH:11][N:10]=1)#[CH:8].O=C1O[C@H]([C@H](CO)O)C([O-])=C1O.[Na+]. Given the product [N:10]1[CH:11]=[CH:12][CH:13]=[CH:14][C:9]=1[C:7]1[N:3]=[N:2][N:1]([CH2:4][CH2:5][OH:6])[CH:8]=1, predict the reactants needed to synthesize it. (2) The reactants are: Cl[C:2]1[N:7]=[C:6]([C:8]2[C:9]([C:18]3[CH:19]=[C:20]([NH:24][C:25](=[O:34])[C:26]4[C:31]([F:32])=[CH:30][CH:29]=[CH:28][C:27]=4[F:33])[CH:21]=[CH:22][CH:23]=3)=[N:10][N:11]3[C:16]([CH3:17])=[CH:15][CH:14]=[CH:13][C:12]=23)[CH:5]=[CH:4][N:3]=1.[F:35][C:36]([F:45])([F:44])[C:37]1[CH:38]=[C:39]([CH:41]=[CH:42][CH:43]=1)[NH2:40]. Given the product [F:33][C:27]1[CH:28]=[CH:29][CH:30]=[C:31]([F:32])[C:26]=1[C:25]([NH:24][C:20]1[CH:21]=[CH:22][CH:23]=[C:18]([C:9]2[C:8]([C:6]3[CH:5]=[CH:4][N:3]=[C:2]([NH:40][C:39]4[CH:41]=[CH:42][CH:43]=[C:37]([C:36]([F:35])([F:44])[F:45])[CH:38]=4)[N:7]=3)=[C:12]3[CH:13]=[CH:14][CH:15]=[C:16]([CH3:17])[N:11]3[N:10]=2)[CH:19]=1)=[O:34], predict the reactants needed to synthesize it.